Dataset: Full USPTO retrosynthesis dataset with 1.9M reactions from patents (1976-2016). Task: Predict the reactants needed to synthesize the given product. (1) Given the product [CH3:21][S:18]([C:14]1[CH:13]=[C:12]([C:9]2[S:8][C:7]([C:5]3[CH:4]=[C:3]([C:2]([F:24])([F:23])[F:1])[NH:26][N:25]=3)=[CH:11][CH:10]=2)[CH:17]=[CH:16][CH:15]=1)(=[O:20])=[O:19], predict the reactants needed to synthesize it. The reactants are: [F:1][C:2]([F:24])([F:23])[C:3](=O)[CH2:4][C:5]([C:7]1[S:8][C:9]([C:12]2[CH:17]=[CH:16][CH:15]=[C:14]([S:18]([CH3:21])(=[O:20])=[O:19])[CH:13]=2)=[CH:10][CH:11]=1)=O.[NH2:25][NH2:26]. (2) Given the product [NH2:24][C:25]1[CH:30]=[C:29]([C:2]2[S:6][C:5]([C:7]([CH:10]3[CH2:15][CH2:14][N:13]([C:16]([O:18][C:19]([CH3:22])([CH3:21])[CH3:20])=[O:17])[CH2:12][CH2:11]3)([OH:9])[CH3:8])=[N:4][CH:3]=2)[CH:28]=[CH:27][CH:26]=1, predict the reactants needed to synthesize it. The reactants are: Br[C:2]1[S:6][C:5]([C:7]([CH:10]2[CH2:15][CH2:14][N:13]([C:16]([O:18][C:19]([CH3:22])([CH3:21])[CH3:20])=[O:17])[CH2:12][CH2:11]2)([OH:9])[CH3:8])=[N:4][CH:3]=1.O.[NH2:24][C:25]1[CH:26]=[C:27](B(O)O)[CH:28]=[CH:29][CH:30]=1.C([O-])([O-])=O.[Na+].[Na+]. (3) Given the product [Cl:1][C:2]1[CH:3]=[C:4]([CH:9]2[O:15][CH2:14][CH2:13][N:12]([C:16]([O:18][C:19]([CH3:20])([CH3:22])[CH3:21])=[O:17])[CH2:11][CH:10]2[CH2:23][S:30][CH3:29])[CH:5]=[CH:6][C:7]=1[Cl:8], predict the reactants needed to synthesize it. The reactants are: [Cl:1][C:2]1[CH:3]=[C:4]([CH:9]2[O:15][CH2:14][CH2:13][N:12]([C:16]([O:18][C:19]([CH3:22])([CH3:21])[CH3:20])=[O:17])[CH2:11][CH:10]2[CH2:23]OS(C)(=O)=O)[CH:5]=[CH:6][C:7]=1[Cl:8].[CH3:29][S-:30].[Na+]. (4) Given the product [ClH:30].[ClH:30].[CH:1]1([CH2:7][CH2:8][O:9][C:10]2[CH:11]=[C:12]([CH:27]=[CH:28][CH:29]=2)[CH2:13][N:14]2[CH2:19][CH2:18][NH:17][CH2:16][CH2:15]2)[CH2:6][CH2:5][CH2:4][CH2:3][CH2:2]1, predict the reactants needed to synthesize it. The reactants are: [CH:1]1([CH2:7][CH2:8][O:9][C:10]2[CH:11]=[C:12]([CH:27]=[CH:28][CH:29]=2)[CH2:13][N:14]2[CH2:19][CH2:18][N:17](C(OC(C)(C)C)=O)[CH2:16][CH2:15]2)[CH2:6][CH2:5][CH2:4][CH2:3][CH2:2]1.[ClH:30].CCOC(C)=O.C(OCC)C. (5) Given the product [ClH:23].[ClH:23].[CH3:1][NH:2][CH2:3][CH2:4][N:5]1[CH2:10][CH2:9][S:8][C:7]2[CH:11]=[CH:12][C:13]([NH:15][C:16]([C:18]3[S:19][CH:20]=[CH:21][CH:22]=3)=[NH:17])=[CH:14][C:6]1=2, predict the reactants needed to synthesize it. The reactants are: [CH3:1][NH:2][CH2:3][CH2:4][N:5]1[CH2:10][CH2:9][S:8][C:7]2[CH:11]=[CH:12][C:13]([NH:15][C:16]([C:18]3[S:19][CH:20]=[CH:21][CH:22]=3)=[NH:17])=[CH:14][C:6]1=2.[ClH:23].